This data is from Catalyst prediction with 721,799 reactions and 888 catalyst types from USPTO. The task is: Predict which catalyst facilitates the given reaction. (1) Reactant: [NH:1]1[C:5]([C:6]2[CH:11]=[CH:10][CH:9]=[CH:8][C:7]=2[C:12]2[CH:17]=[CH:16][C:15]([CH2:18][C:19]3[C:20](=[O:51])[N:21]([C:30]4[N:35]=[CH:34][C:33]([O:36][CH:37]5[CH2:42][CH2:41][CH:40]([O:43][Si](C(C)(C)C)(C)C)[CH2:39][CH2:38]5)=[CH:32][N:31]=4)[C:22]([CH3:29])=[N:23][C:24]=3[CH2:25][CH2:26][CH2:27][CH3:28])=[CH:14][CH:13]=2)=[N:4][N:3]=[N:2]1.Cl. Product: [NH:4]1[C:5]([C:6]2[CH:11]=[CH:10][CH:9]=[CH:8][C:7]=2[C:12]2[CH:17]=[CH:16][C:15]([CH2:18][C:19]3[C:20](=[O:51])[N:21]([C:30]4[N:35]=[CH:34][C:33]([O:36][CH:37]5[CH2:38][CH2:39][CH:40]([OH:43])[CH2:41][CH2:42]5)=[CH:32][N:31]=4)[C:22]([CH3:29])=[N:23][C:24]=3[CH2:25][CH2:26][CH2:27][CH3:28])=[CH:14][CH:13]=2)=[N:1][N:2]=[N:3]1. The catalyst class is: 8. (2) Reactant: [CH3:1][O:2][CH:3]([O:6][CH3:7])[CH2:4][NH2:5].[N:8]1([C:13]2[CH:20]=[CH:19][C:16]([CH:17]=O)=[CH:15][CH:14]=2)[CH:12]=[CH:11][N:10]=[CH:9]1.C(O)(=O)C.C(O[BH-](OC(=O)C)OC(=O)C)(=O)C.[Na+]. Product: [CH3:1][O:2][CH:3]([O:6][CH3:7])[CH2:4][NH:5][CH2:17][C:16]1[CH:15]=[CH:14][C:13]([N:8]2[CH:12]=[CH:11][N:10]=[CH:9]2)=[CH:20][CH:19]=1. The catalyst class is: 5. (3) Reactant: O.[N:2]1[C:15]2[C:6](=C[CH:8]=[C:9]3[C:14]=2[N:13]=[CH:12][CH:11]=[CH:10]3)[CH:5]=[CH:4][CH:3]=1.[OH-].[K+].[O-:18][Mn](=O)(=O)=O.[K+]. Product: [CH:10]1[C:9]2[C:8](=[O:18])[C:6]3[C:15](=[N:2][CH:3]=[CH:4][CH:5]=3)[C:14]=2[N:13]=[CH:12][CH:11]=1. The catalyst class is: 6. (4) Reactant: [Br:1][C:2]1[CH:3]=[C:4]([C:10]2[C:18]3[C:13](=[N:14][CH:15]=[N:16][C:17]=3[NH2:19])[N:12]([CH:20]([CH3:22])[CH3:21])[N:11]=2)[CH:5]=[C:6]([O:8]C)[CH:7]=1.B(Br)(Br)Br. Product: [NH2:19][C:17]1[N:16]=[CH:15][N:14]=[C:13]2[N:12]([CH:20]([CH3:22])[CH3:21])[N:11]=[C:10]([C:4]3[CH:5]=[C:6]([OH:8])[CH:7]=[C:2]([Br:1])[CH:3]=3)[C:18]=12. The catalyst class is: 2. (5) Reactant: [F:1][C:2]1[CH:7]=[CH:6][C:5]([C:8]2[C:17]([N:18]3[CH2:22][CH2:21][CH2:20][CH2:19]3)=[N:16][C:15]3[C:10](=[CH:11][CH:12]=[C:13]([C:23]([O:25]C)=[O:24])[CH:14]=3)[N:9]=2)=[CH:4][CH:3]=1.[OH-].[Na+].Cl. Product: [F:1][C:2]1[CH:7]=[CH:6][C:5]([C:8]2[C:17]([N:18]3[CH2:19][CH2:20][CH2:21][CH2:22]3)=[N:16][C:15]3[C:10](=[CH:11][CH:12]=[C:13]([C:23]([OH:25])=[O:24])[CH:14]=3)[N:9]=2)=[CH:4][CH:3]=1. The catalyst class is: 24. (6) Reactant: [F:1][C:2]([F:29])([F:28])[C:3]1[CH:4]=[C:5]([CH:25]=[CH:26][CH:27]=1)[CH2:6][C:7]1[S:8][C:9]2[CH:15]=[CH:14][CH:13]=[C:12]([C:16]3[CH:17]=[C:18]([CH:22]=[CH:23][CH:24]=3)[C:19]([OH:21])=O)[C:10]=2[CH:11]=1.[NH2:30][CH2:31][CH2:32][OH:33].C[N+]1(C2N=C(OC)N=C(OC)N=2)CCOCC1.[Cl-].CO. Product: [OH:33][CH2:32][CH2:31][NH:30][C:19](=[O:21])[C:18]1[CH:22]=[CH:23][CH:24]=[C:16]([C:12]2[C:10]3[CH:11]=[C:7]([CH2:6][C:5]4[CH:25]=[CH:26][CH:27]=[C:3]([C:2]([F:28])([F:1])[F:29])[CH:4]=4)[S:8][C:9]=3[CH:15]=[CH:14][CH:13]=2)[CH:17]=1. The catalyst class is: 389.